Dataset: NCI-60 drug combinations with 297,098 pairs across 59 cell lines. Task: Regression. Given two drug SMILES strings and cell line genomic features, predict the synergy score measuring deviation from expected non-interaction effect. (1) Drug 1: CC1C(C(CC(O1)OC2CC(CC3=C2C(=C4C(=C3O)C(=O)C5=C(C4=O)C(=CC=C5)OC)O)(C(=O)C)O)N)O.Cl. Drug 2: CS(=O)(=O)OCCCCOS(=O)(=O)C. Cell line: HOP-62. Synergy scores: CSS=36.0, Synergy_ZIP=-4.18, Synergy_Bliss=5.91, Synergy_Loewe=-14.7, Synergy_HSA=3.73. (2) Drug 1: C1=NC2=C(N=C(N=C2N1C3C(C(C(O3)CO)O)O)F)N. Drug 2: CN1C(=O)N2C=NC(=C2N=N1)C(=O)N. Cell line: LOX IMVI. Synergy scores: CSS=1.01, Synergy_ZIP=0.699, Synergy_Bliss=3.03, Synergy_Loewe=-4.06, Synergy_HSA=-1.85. (3) Drug 1: CN(C(=O)NC(C=O)C(C(C(CO)O)O)O)N=O. Drug 2: C1C(C(OC1N2C=NC3=C2NC=NCC3O)CO)O. Cell line: BT-549. Synergy scores: CSS=56.0, Synergy_ZIP=1.87, Synergy_Bliss=3.17, Synergy_Loewe=-2.40, Synergy_HSA=-1.30. (4) Cell line: TK-10. Drug 2: C(CN)CNCCSP(=O)(O)O. Synergy scores: CSS=10.1, Synergy_ZIP=-10.1, Synergy_Bliss=-7.03, Synergy_Loewe=-52.4, Synergy_HSA=-9.26. Drug 1: CN(CC1=CN=C2C(=N1)C(=NC(=N2)N)N)C3=CC=C(C=C3)C(=O)NC(CCC(=O)O)C(=O)O.